This data is from Forward reaction prediction with 1.9M reactions from USPTO patents (1976-2016). The task is: Predict the product of the given reaction. (1) Given the reactants [C:1]([C:4]1[CH:9]=[CH:8][C:7]([N:10]=[C:11]=S)=[CH:6][CH:5]=1)(=[O:3])[CH3:2].C(N=C=NC(C)C)(C)C.[NH2:22][C:23]1[CH:41]=[CH:40][C:26]([C:27]([N:29]([CH2:35][CH2:36][CH:37]([CH3:39])[CH3:38])[CH2:30][CH2:31][CH:32]([CH3:34])[CH3:33])=[O:28])=[CH:25][C:24]=1[NH:42][CH2:43][CH2:44][CH:45]1[O:49][CH2:48][CH2:47][O:46]1, predict the reaction product. The product is: [C:1]([C:4]1[CH:9]=[CH:8][C:7]([NH:10][C:11]2[N:42]([CH2:43][CH2:44][CH:45]3[O:46][CH2:47][CH2:48][O:49]3)[C:24]3[CH:25]=[C:26]([C:27]([N:29]([CH2:30][CH2:31][CH:32]([CH3:34])[CH3:33])[CH2:35][CH2:36][CH:37]([CH3:38])[CH3:39])=[O:28])[CH:40]=[CH:41][C:23]=3[N:22]=2)=[CH:6][CH:5]=1)(=[O:3])[CH3:2]. (2) Given the reactants [C:1]([N:5]1[CH2:10][CH2:9][N:8](C(OC(C)(C)C)=O)[C@@H:7]([C:18]([N:20]2[CH2:25][CH2:24][NH:23][CH2:22][CH2:21]2)=[O:19])[CH2:6]1)([CH3:4])([CH3:3])[CH3:2].[Cl:26][C:27]1[S:31][C:30]([NH:32][C:33](=[O:41])OC2C=CC=CC=2)=[N:29][C:28]=1[CH3:42], predict the reaction product. The product is: [C:1]([N:5]1[CH2:10][CH2:9][NH:8][C@@H:7]([C:18]([N:20]2[CH2:25][CH2:24][N:23]([C:33]([NH:32][C:30]3[S:31][C:27]([Cl:26])=[C:28]([CH3:42])[N:29]=3)=[O:41])[CH2:22][CH2:21]2)=[O:19])[CH2:6]1)([CH3:4])([CH3:2])[CH3:3]. (3) Given the reactants CC(OC([N:8](C(OC(C)(C)C)=O)[N:9]([C:17]1[C:22]([F:23])=[C:21]([NH:24][CH2:25][C:26]2[CH:30]=[CH:29][S:28][CH:27]=2)[N:20]=[C:19]([Cl:31])[N:18]=1)C(OC(C)(C)C)=O)=O)(C)C, predict the reaction product. The product is: [Cl:31][C:19]1[NH:20][C:21]([NH:24][CH2:25][C:26]2[CH:30]=[CH:29][S:28][CH:27]=2)=[C:22]([F:23])[C:17](=[N:9][NH2:8])[N:18]=1. (4) Given the reactants FC(F)(F)C(O)=O.[CH2:8]1[CH:12]2[CH2:13][C:14](=[O:16])[CH2:15][CH:11]2[CH2:10][NH:9]1.C(=O)([O-])[O-].[K+].[K+].[CH3:23][N:24]([CH3:28])[C:25](Cl)=[O:26], predict the reaction product. The product is: [CH3:23][N:24]([CH3:28])[C:25]([N:9]1[CH2:10][CH:11]2[CH2:15][C:14](=[O:16])[CH2:13][CH:12]2[CH2:8]1)=[O:26]. (5) Given the reactants [CH3:1][C@H:2]([NH2:10])[CH2:3][C:4]1[CH:9]=[CH:8][CH:7]=[CH:6][CH:5]=1.[CH3:1][C@H:2]([NH2:10])[CH2:3][C:4]1[CH:9]=[CH:8][CH:7]=[CH:6][CH:5]=1.OS(O)(=O)=O, predict the reaction product. The product is: [CH3:1][C@H:2]([NH2:10])[CH2:3][C:4]1[CH:5]=[CH:6][CH:7]=[CH:8][CH:9]=1. (6) Given the reactants [Cl:1][C:2]1[CH:7]=[C:6]([C:8]2[CH:13]=[N:12][CH:11]=[C:10]([CH3:14])[N:9]=2)[CH:5]=[CH:4][C:3]=1[C:15]1[C:26](=[O:27])[N:25]([CH2:28][CH2:29][CH2:30][C:31]([NH2:33])=[O:32])[C:18]2[N:19]=[C:20]([S:23][CH3:24])[N:21]=[CH:22][C:17]=2[CH:16]=1.C1C=C(Cl)C=C(C(OO)=[O:42])C=1, predict the reaction product. The product is: [Cl:1][C:2]1[CH:7]=[C:6]([C:8]2[CH:13]=[N:12][CH:11]=[C:10]([CH3:14])[N:9]=2)[CH:5]=[CH:4][C:3]=1[C:15]1[C:26](=[O:27])[N:25]([CH2:28][CH2:29][CH2:30][C:31]([NH2:33])=[O:32])[C:18]2[N:19]=[C:20]([S:23]([CH3:24])=[O:42])[N:21]=[CH:22][C:17]=2[CH:16]=1. (7) Given the reactants [C:1]12([NH:6][C:7]3[N:12]=[C:11]([S:13][CH3:14])[C:10](Br)=[CH:9][N:8]=3)[CH2:5][CH:3]([CH2:4]1)[CH2:2]2.C[C:17]([N:19](C)C)=O, predict the reaction product. The product is: [C:1]12([NH:6][C:7]3[N:12]=[C:11]([S:13][CH3:14])[C:10]([C:17]#[N:19])=[CH:9][N:8]=3)[CH2:5][CH:3]([CH2:4]1)[CH2:2]2. (8) Given the reactants [F:1][C:2]([F:15])([F:14])[O:3][C:4]1[CH:13]=[CH:12][C:7]2[N:8]=[C:9]([NH2:11])[S:10][C:6]=2[CH:5]=1.[CH3:16][O:17][C:18]1[CH:26]=[CH:25][C:21]([C:22](Cl)=[O:23])=[CH:20][CH:19]=1.Br[CH:28]([CH2:33][CH3:34])[C:29]([O:31]C)=[O:30].COC1C=CC2N=C(N)SC=2C=1.ClC1C=C(C=CC=1)C(Cl)=O.BrCC(OCC)=O, predict the reaction product. The product is: [CH3:16][O:17][C:18]1[CH:26]=[CH:25][C:21]([C:22]([N:11]=[C:9]2[N:8]([CH:28]([CH2:33][CH3:34])[C:29]([OH:31])=[O:30])[C:7]3[CH:12]=[CH:13][C:4]([O:3][C:2]([F:1])([F:14])[F:15])=[CH:5][C:6]=3[S:10]2)=[O:23])=[CH:20][CH:19]=1. (9) Given the reactants [NH2:1][C:2]1[CH:3]=[CH:4][C:5]([O:19][CH2:20][CH2:21][CH3:22])=[C:6]([C:8]2[NH:13][C:12](=[O:14])[C:11]([Br:15])=[C:10]([CH:16]([CH3:18])[CH3:17])[N:9]=2)[CH:7]=1.[CH2:23]([N:25]=[C:26]=[S:27])[CH3:24].C(N(CC)CC)C, predict the reaction product. The product is: [CH:16]([C:10]1[N:9]=[C:8]([C:6]2[CH:7]=[C:2]([NH:1][C:26]([NH:25][CH2:23][CH3:24])=[S:27])[CH:3]=[CH:4][C:5]=2[O:19][CH2:20][CH2:21][CH3:22])[NH:13][C:12](=[O:14])[C:11]=1[Br:15])([CH3:18])[CH3:17]. (10) Given the reactants [CH3:1][C:2]1[CH:7]=[CH:6][CH:5]=[CH:4][C:3]=1[C:8]1[CH:13]=[CH:12][C:11]([CH2:14][NH2:15])=[CH:10][CH:9]=1.[F:16][C:17]([F:43])([F:42])[C:18]1[CH:23]=[CH:22][C:21]([C:24]2[C:25]([C:30]([NH:32][C:33]3[CH:34]=[C:35]([C:39](O)=[O:40])[N:36]([CH3:38])[CH:37]=3)=[O:31])=[CH:26][CH:27]=[CH:28][CH:29]=2)=[CH:20][CH:19]=1.CN(C(ON1N=NC2C=CC=CC1=2)=[N+](C)C)C.[B-](F)(F)(F)F.C(N(C(C)C)C(C)C)C, predict the reaction product. The product is: [CH3:1][C:2]1[CH:7]=[CH:6][CH:5]=[CH:4][C:3]=1[C:8]1[CH:9]=[CH:10][C:11]([CH2:14][NH:15][C:39]([C:35]2[N:36]([CH3:38])[CH:37]=[C:33]([NH:32][C:30]([C:25]3[C:24]([C:21]4[CH:20]=[CH:19][C:18]([C:17]([F:43])([F:16])[F:42])=[CH:23][CH:22]=4)=[CH:29][CH:28]=[CH:27][CH:26]=3)=[O:31])[CH:34]=2)=[O:40])=[CH:12][CH:13]=1.